Dataset: Peptide-MHC class I binding affinity with 185,985 pairs from IEDB/IMGT. Task: Regression. Given a peptide amino acid sequence and an MHC pseudo amino acid sequence, predict their binding affinity value. This is MHC class I binding data. (1) The peptide sequence is RNEQGQTLW. The MHC is HLA-A24:02 with pseudo-sequence HLA-A24:02. The binding affinity (normalized) is 0.0847. (2) The peptide sequence is ALDGTFQRK. The MHC is HLA-A31:01 with pseudo-sequence HLA-A31:01. The binding affinity (normalized) is 0.0255. (3) The MHC is HLA-B15:17 with pseudo-sequence HLA-B15:17. The binding affinity (normalized) is 1.00. The peptide sequence is MALATGLWW. (4) The peptide sequence is LAWQRTLKW. The MHC is HLA-B58:01 with pseudo-sequence HLA-B58:01. The binding affinity (normalized) is 0.797. (5) The peptide sequence is KSNRIPFLY. The MHC is HLA-A03:01 with pseudo-sequence HLA-A03:01. The binding affinity (normalized) is 0.714. (6) The peptide sequence is ALLRAATYY. The MHC is SLA-10401 with pseudo-sequence SLA-10401. The binding affinity (normalized) is 0.719. (7) The peptide sequence is NGDVVAIDY. The MHC is HLA-A01:01 with pseudo-sequence HLA-A01:01. The binding affinity (normalized) is 0.358.